From a dataset of Retrosynthesis with 50K atom-mapped reactions and 10 reaction types from USPTO. Predict the reactants needed to synthesize the given product. (1) Given the product C[C@@H](C(=O)N1CCOCC1)N1CC[C@H](N)C1=O, predict the reactants needed to synthesize it. The reactants are: C[C@@H](C(=O)N1CCOCC1)N1CC[C@H](NC(=O)OCc2ccccc2)C1=O. (2) Given the product O=Cc1cc(Cl)ccc1OCC(F)(F)F, predict the reactants needed to synthesize it. The reactants are: FC(F)(F)CI.O=Cc1cc(Cl)ccc1O. (3) Given the product N=C(N)c1ccc(C(=O)N2C[C@H](O)C[C@H]2C(=O)N2CCC(OCC(=O)O)CC2)cc1, predict the reactants needed to synthesize it. The reactants are: CC(C)(C)OC(=O)COC1CCN(C(=O)[C@@H]2C[C@@H](O)CN2C(=O)c2ccc(C(=N)N)cc2)CC1. (4) Given the product COc1cscc1CO, predict the reactants needed to synthesize it. The reactants are: COC(=O)c1cscc1OC. (5) Given the product COc1nc(N)nc2oc(-c3ccc(C4(N)CCC4)cc3)c(-c3ccccc3)c12, predict the reactants needed to synthesize it. The reactants are: COc1nc(N)nc2oc(-c3ccc(C4(NC(=O)OC(C)(C)C)CCC4)cc3)c(-c3ccccc3)c12.